From a dataset of Catalyst prediction with 721,799 reactions and 888 catalyst types from USPTO. Predict which catalyst facilitates the given reaction. (1) Reactant: [CH:1]([CH:13]1[CH2:18][C:17](=[O:19])[O:16][C:14]1=[O:15])=[CH:2][CH2:3][CH2:4][CH2:5][CH2:6][CH2:7][CH2:8]CCCC.[CH2:20]([NH:23][CH2:24][CH:25]=[CH2:26])[CH:21]=[CH2:22].C1(C)C=CC=CC=1. Product: [CH2:20]([N:23]([CH2:24][CH:25]=[CH2:26])[C:17](=[O:19])[CH2:18][CH:13]([CH:1]=[CH:2][CH2:3][CH2:4][CH2:5][CH2:6][CH2:7][CH3:8])[C:14]([OH:16])=[O:15])[CH:21]=[CH2:22]. The catalyst class is: 6. (2) Reactant: [F:1][C:2]1[CH:3]=[C:4]([N:11]2[CH2:16][CH2:15][O:14][CH2:13][CH2:12]2)[CH:5]=[CH:6][C:7]=1[N+]([O-])=O.FC1C=C(F)C=CC=1[N+:25]([O-:27])=[O:26].N1CCOCC1. Product: [F:1][C:2]1[CH:7]=[CH:6][C:5]([N+:25]([O-:27])=[O:26])=[C:4]([N:11]2[CH2:12][CH2:13][O:14][CH2:15][CH2:16]2)[CH:3]=1. The catalyst class is: 1. (3) Reactant: [Cl:1][C:2]1[CH:7]=[CH:6][C:5]([C:8]([NH2:11])([CH3:10])[CH3:9])=[CH:4][CH:3]=1.[Cl:12][C:13]1[CH:18]=[CH:17][CH:16]=[CH:15][C:14]=1[CH2:19][N:20]1[C:25](=[O:26])[C:24]([C:27]([NH:29][CH2:30][C:31]([O:33]CC)=[O:32])=[O:28])=[C:23]([OH:36])[C:22]([C:37](OC)=[O:38])=[C:21]1[OH:41]. Product: [Cl:12][C:13]1[CH:18]=[CH:17][CH:16]=[CH:15][C:14]=1[CH2:19][N:20]1[C:21]([OH:41])=[C:22]([C:37]([NH:11][C:8]([C:5]2[CH:4]=[CH:3][C:2]([Cl:1])=[CH:7][CH:6]=2)([CH3:9])[CH3:10])=[O:38])[C:23]([OH:36])=[C:24]([C:27]([NH:29][CH2:30][C:31]([OH:33])=[O:32])=[O:28])[C:25]1=[O:26]. The catalyst class is: 22. (4) Reactant: [CH3:1][O:2][C:3]1[CH:4]=[C:5]2[C:10](=[CH:11][C:12]=1[O:13][CH3:14])[CH2:9][N:8]([CH2:15][CH2:16][CH2:17][CH2:18][NH:19][C:20](=[O:29])[C:21]1[CH:26]=[C:25]([CH3:27])[CH:24]=[CH:23][C:22]=1[OH:28])[CH2:7][CH2:6]2.Cl[CH2:31][CH2:32][O:33][CH2:34][CH2:35][OH:36].C(=O)([O-])[O-].[K+].[K+]. Product: [CH3:1][O:2][C:3]1[CH:4]=[C:5]2[C:10](=[CH:11][C:12]=1[O:13][CH3:14])[CH2:9][N:8]([CH2:15][CH2:16][CH2:17][CH2:18][NH:19][C:20](=[O:29])[C:21]1[CH:26]=[C:25]([CH3:27])[CH:24]=[CH:23][C:22]=1[O:28][CH2:31][CH2:32][O:33][CH2:34][CH2:35][OH:36])[CH2:7][CH2:6]2. The catalyst class is: 9. (5) Reactant: [N:1]1[CH:6]=[CH:5][CH:4]=[CH:3][C:2]=1[C:7]#[N:8].[CH3:9][NH:10][NH2:11]. Product: [CH3:9][NH:10][NH:11][C:7]([C:2]1[CH:3]=[CH:4][CH:5]=[CH:6][N:1]=1)=[NH:8]. The catalyst class is: 8. (6) Reactant: [CH:1]([C:3]1[CH:4]=[C:5]([C:16]([OH:18])=O)[CH:6]=[C:7]([C:9]2[CH:14]=[CH:13][C:12]([CH3:15])=[CH:11][CH:10]=2)[CH:8]=1)=[O:2].[CH3:19][C:20]1[N:25]=[CH:24][C:23]([CH2:26][NH2:27])=[CH:22][CH:21]=1.C(N(CC)C(C)C)(C)C.F[P-](F)(F)(F)(F)F.C[N+](C)=C(N(C)C)ON1C2N=CC=CC=2N=N1.C(=O)(O)[O-].[Na+]. Product: [CH:1]([C:3]1[CH:4]=[C:5]([C:16]([NH:27][CH2:26][C:23]2[CH:24]=[N:25][C:20]([CH3:19])=[CH:21][CH:22]=2)=[O:18])[CH:6]=[C:7]([C:9]2[CH:10]=[CH:11][C:12]([CH3:15])=[CH:13][CH:14]=2)[CH:8]=1)=[O:2]. The catalyst class is: 9. (7) Reactant: [C:1]([O:19][CH3:20])(=[O:18])[C:2]1[C:3](=[CH:7][C:8](=[C:12]([CH:17]=1)[C:13]([O:15][CH3:16])=[O:14])[C:9]([O-:11])=[O:10])[C:4]([O-:6])=[O:5].S(Cl)([Cl:23])=O. Product: [Cl-:23].[Cl-:23].[C:13]([O:15][CH3:16])(=[O:14])[C:12]1[C:8](=[CH:7][C:3](=[C:2]([CH:17]=1)[C:1]([O:19][CH3:20])=[O:18])[C:4]([O-:6])=[O:5])[C:9]([O-:11])=[O:10]. The catalyst class is: 60. (8) Reactant: [N+:1]([C:4]1[CH:9]=[CH:8][CH:7]=[C:6]([N+:10]([O-])=O)[C:5]=1[OH:13])([O-])=O. Product: [NH2:1][C:4]1[CH:9]=[CH:8][CH:7]=[C:6]([NH2:10])[C:5]=1[OH:13]. The catalyst class is: 19.